From a dataset of Forward reaction prediction with 1.9M reactions from USPTO patents (1976-2016). Predict the product of the given reaction. (1) Given the reactants [Br:1][C:2]1[CH:3]=[CH:4][C:5]([CH3:11])=[C:6]([CH:10]=1)[C:7](O)=[O:8].[NH2:12][C:13]1[C:14]([CH3:24])=[C:15]([CH:20]=[CH:21][C:22]=1[CH3:23])[C:16]([O:18][CH3:19])=[O:17].C(N(CC)C(C)C)(C)C.CCCP1(OP(CCC)(=O)OP(CCC)(=O)O1)=O, predict the reaction product. The product is: [Br:1][C:2]1[CH:3]=[CH:4][C:5]([CH3:11])=[C:6]([CH:10]=1)[C:7]([NH:12][C:13]1[C:14]([CH3:24])=[C:15]([CH:20]=[CH:21][C:22]=1[CH3:23])[C:16]([O:18][CH3:19])=[O:17])=[O:8]. (2) Given the reactants Cl.[CH2:2]([O:4][C:5](=[O:9])[CH:6]([CH3:8])[NH2:7])[CH3:3].[CH2:10]([O:14][C:15]1[CH:20]=[CH:19][C:18]([S:21](Cl)(=[O:23])=[O:22])=[CH:17][CH:16]=1)[C:11]#[C:12][CH3:13], predict the reaction product. The product is: [CH2:2]([O:4][C:5](=[O:9])[CH:6]([NH:7][S:21]([C:18]1[CH:17]=[CH:16][C:15]([O:14][CH2:10][C:11]#[C:12][CH3:13])=[CH:20][CH:19]=1)(=[O:23])=[O:22])[CH3:8])[CH3:3]. (3) Given the reactants C(OC(=O)[NH:7][C:8]1[N:9]([CH3:26])[C:10](=[O:25])[C:11]([CH3:24])([CH3:23])[C@:12]([C:15]2[CH:20]=[C:19](Br)[CH:18]=[CH:17][C:16]=2[F:22])([CH3:14])[N:13]=1)(C)(C)C.[F:28][C:29]1[CH:34]=[CH:33][C:32]([NH2:35])=[C:31]([O:36][CH3:37])[CH:30]=1, predict the reaction product. The product is: [NH2:7][C:8]1[N:9]([CH3:26])[C:10](=[O:25])[C:11]([CH3:23])([CH3:24])[C@:12]([C:15]2[CH:20]=[C:19]([NH:35][C:32]3[CH:33]=[CH:34][C:29]([F:28])=[CH:30][C:31]=3[O:36][CH3:37])[CH:18]=[CH:17][C:16]=2[F:22])([CH3:14])[N:13]=1. (4) Given the reactants [NH2:1][C:2]1[CH:3]=[C:4]([C:9]2[CH:15]=[CH:14][C:12]([NH2:13])=[C:11]([NH2:16])[CH:10]=2)[CH:5]=[CH:6][C:7]=1[NH2:8].[CH3:17][O:18][C:19]1[CH:24]=[CH:23][C:22]([CH:25]=[CH:26][CH:27]=O)=[CH:21][CH:20]=1, predict the reaction product. The product is: [CH3:17][O:18][C:19]1[CH:24]=[CH:23][C:22](/[CH:25]=[CH:26]/[C:27]2[NH:8][C:7]3[CH:6]=[CH:5][C:4]([C:9]4[CH:15]=[CH:14][C:12]5[N:13]=[C:27](/[CH:26]=[CH:25]/[C:22]6[CH:21]=[CH:20][C:19]([O:18][CH3:17])=[CH:24][CH:23]=6)[NH:16][C:11]=5[CH:10]=4)=[CH:3][C:2]=3[N:1]=2)=[CH:21][CH:20]=1.